This data is from Forward reaction prediction with 1.9M reactions from USPTO patents (1976-2016). The task is: Predict the product of the given reaction. (1) Given the reactants [CH3:1][N:2]1[CH2:7][CH2:6][N:5]([C:8]2[CH:13]=[CH:12][C:11]([C:14]3[CH:19]=[CH:18][N:17]=[C:16]([NH2:20])[CH:15]=3)=[CH:10][CH:9]=2)[CH2:4][CH2:3]1.C([O-])(O)=O.[Na+].Cl[CH2:27][CH:28]=O.O, predict the reaction product. The product is: [CH3:1][N:2]1[CH2:7][CH2:6][N:5]([C:8]2[CH:9]=[CH:10][C:11]([C:14]3[CH:19]=[CH:18][N:17]4[CH:27]=[CH:28][N:20]=[C:16]4[CH:15]=3)=[CH:12][CH:13]=2)[CH2:4][CH2:3]1. (2) Given the reactants [OH:1][C@H:2]1[CH2:6][CH2:5][C@H:4]([NH2:7])[CH2:3]1.[CH2:8]([O:15][C:16](N1C(=O)CCC1=O)=[O:17])[C:9]1[CH:14]=[CH:13][CH:12]=[CH:11][CH:10]=1, predict the reaction product. The product is: [OH:1][C@H:2]1[CH2:6][CH2:5][C@H:4]([NH:7][C:16](=[O:17])[O:15][CH2:8][C:9]2[CH:14]=[CH:13][CH:12]=[CH:11][CH:10]=2)[CH2:3]1. (3) Given the reactants [C:1]([O:5][C:6](=[O:22])[C@@H:7]([NH2:21])[CH2:8][S:9][S:10][CH2:11][C@H:12]([NH2:20])[C:13]([O:15][C:16]([CH3:19])([CH3:18])[CH3:17])=[O:14])([CH3:4])([CH3:3])[CH3:2].[C:23]1([S:33](Cl)(=[O:35])=[O:34])[C:32]2[C:27](=[CH:28][CH:29]=[CH:30][CH:31]=2)[CH:26]=[CH:25][CH:24]=1, predict the reaction product. The product is: [C:16]([O:15][C:13](=[O:14])[C@@H:12]([NH:20][S:33]([C:23]1[C:32]2[C:27](=[CH:28][CH:29]=[CH:30][CH:31]=2)[CH:26]=[CH:25][CH:24]=1)(=[O:35])=[O:34])[CH2:11][S:10][S:9][CH2:8][C@H:7]([NH:21][S:33]([C:23]1[C:32]2[C:27](=[CH:28][CH:29]=[CH:30][CH:31]=2)[CH:26]=[CH:25][CH:24]=1)(=[O:35])=[O:34])[C:6]([O:5][C:1]([CH3:4])([CH3:2])[CH3:3])=[O:22])([CH3:19])([CH3:18])[CH3:17]. (4) Given the reactants C(O)(C(F)(F)F)=O.C(OC([N:15]1[CH2:20][CH2:19][N:18]([CH:21]2[CH2:24][O:23][CH2:22]2)[CH2:17][CH2:16]1)=O)(C)(C)C, predict the reaction product. The product is: [O:23]1[CH2:24][CH:21]([N:18]2[CH2:19][CH2:20][NH:15][CH2:16][CH2:17]2)[CH2:22]1.